This data is from Experimentally validated miRNA-target interactions with 360,000+ pairs, plus equal number of negative samples. The task is: Binary Classification. Given a miRNA mature sequence and a target amino acid sequence, predict their likelihood of interaction. (1) The miRNA is hsa-miR-5047 with sequence UUGCAGCUGCGGUUGUAAGGU. The protein sequence of the target gene is MDSQKLAGEDKDSEPAADGPAASEDPSATESDLPNPHVGEVSVLSSGSPRLQETPQDCSGGPVRRCALCNCGEPSLHGQRELRRFELPFDWPRCPVVSPGGSPGPNEAVLPSEDLSQIGFPEGLTPAHLGEPGGSCWAHHWCAAWSAGVWGQEGPELCGVDKAIFSGISQRCSHCTRLGASIPCRSPGCPRLYHFPCATASGSFLSMKTLQLLCPEHSEGAAYLEEARCAVCEGPGELCDLFFCTSCGHHYHGACLDTALTARKRAGWQCPECKVCQACRKPGNDSKMLVCETCDKGYHT.... Result: 1 (interaction). (2) The miRNA is hsa-miR-548ak with sequence AAAAGUAACUGCGGUUUUUGA. The protein sequence of the target gene is MARFGLPALLCTLAVLSAALLAAELKSKSCSEVRRLYVSKGFNKNDAPLHEINGDHLKICPQGSTCCSQEMEEKYSLQSKDDFKSVVSEQCNHLQAVFASRYKKFDEFFKELLENAEKSLNDMFVKTYGHLYMQNSELFKDLFVELKRYYVVGNVNLEEMLNDFWARLLERMFRLVNSQYHFTDEYLECVSKYTEQLKPFGDVPRKLKLQVTRAFVAARTFAQGLAVAGDVVSKVSVVNPTAQCTHALLKMIYCSHCRGLVTVKPCYNYCSNIMRGCLANQGDLDFEWNNFIDAMLMVAE.... Result: 1 (interaction). (3) Result: 0 (no interaction). The miRNA is hsa-miR-1911-5p with sequence UGAGUACCGCCAUGUCUGUUGGG. The protein sequence of the target gene is MARSVTLVFLVLVSLTGLYAIQKTPQIQVYSRHPPENGKPNILNCYVTQFHPPHIEIQMLKNGKKIPKVEMSDMSFSKDWSFYILAHTEFTPTETDTYACRVKHASMAEPKTVYWDRDM. (4) The miRNA is hsa-miR-562 with sequence AAAGUAGCUGUACCAUUUGC. The protein sequence of the target gene is MAAGSGGSGGSGAGPGPGPGPGGGGGPGSSGPGLGSGGGLGGGGELHPRTGRLVSLSACGRTARRQQPGQEFNHGLVLSREPLRDGRVFTVRIDRKVNSWSGSIEIGVTALDPSVLDFPSSATGLKGGSWVVSGCSVLRDGRSVLEEYGQDLDQLVEGDRVGVERTATGELRLWVNGRDCGVAATGLPARVWAVVDLYGKCTQITVLPSEPGFSPPTPVPTPPLEPLAPPEDSALLEQGTSVDEAFMVSPAQARPETFPNSLDSHNDFASMELSEVVSNAILSAYNGGLLNVSLSSPPAG.... Result: 0 (no interaction). (5) The miRNA is mmu-miR-199a-3p with sequence ACAGUAGUCUGCACAUUGGUUA. The protein sequence of the target gene is MWTLVGRGWGCARALAPRATGAALLVAPGPRSAPTLGAAPESWATDRLYSSAEFKEKLDMSRFPVENIRNFSIVAHVDHGKSTLADRLLELTGTIDKTKNNKQVLDKLQVERERGITVKAQTASLFYNCEGKQYLLNLIDTPGHVDFSYEVSRSLSACQGVLLVVDANEGIQAQTVANFFLAFEAQLSVIPVINKIDLKNADPERVENQIEKVFDIPSDECIKISAKLGTNVESVLQAIIERIPPPKVHRKNPLRALVFDSTFDQYRGVIANVALFDGVVSKGDKIVSAHTQKTYEVNEV.... Result: 0 (no interaction). (6) The miRNA is mmu-miR-5112 with sequence UAGCUCAGCGGGAGAGCAC. The protein sequence of the target gene is MLRLGLCAAALLCVCQPGAVRADCWLIEGDKGYVWLAICSQNQPPYETIPQHINSTVHDLRLNENKLKAVLYSSLNRFGNLTDLNLTKNEISYIEDGAFLGQTSLQVLQLGYNRLSNLTEGMLRGMSRLQFLFVQHNLIEVVTPTAFSECPSLISIDLSSNRLSRLDGATFASLASLMVCELAGNPFNCECDLFGFLAWLVVFNNVTKNYDRLQCESPREFAGYPLLVPRPYHSLNAITVLQAKCRNGSMPARPVSHPTPYSTDAQREPDENSGFNPDEILSVEPPASSTTDASAGPAIK.... Result: 0 (no interaction). (7) The miRNA is hsa-miR-3922-5p with sequence UCAAGGCCAGAGGUCCCACAGCA. The protein sequence of the target gene is MILLAFSSGRRLDFVHRSGVFFLQTLLWILCATVCGTEQYFNVEVWLQKYGYLPPTDPRMSVLRSAETMQSALAAMQQFYGINMTGKVDRNTIDWMKKPRCGVPDQTRGSSKFNIRRKRYALTGQKWQHKHITYSIKNVTPKVGDPETRRAIRRAFDVWQNVTPLTFEEVPYSELENGKRDVDITIIFASGFHGDSSPFDGEGGFLAHAYFPGPGIGGDTHFDSDEPWTLGNPNHDGNDLFLVAVHELGHALGLEHSNDPTAIMAPFYQYMETDNFKLPNDDLQGIQKIYGPPDKIPPPT.... Result: 0 (no interaction). (8) The miRNA is hsa-miR-1910-3p with sequence GAGGCAGAAGCAGGAUGACA. The protein sequence of the target gene is MLLRGVLLALQALQLAGALDLPAGSCAFEESTCGFDSVLASLPWILNEEGHYIYVDTSFGKQGEKAVLLSPDLQAEEWSCLRLVYQITTSSESLSDPSQLNLYMRFEDESFDRLLWSAKEPSDSWLIASLDLQNSSKKFKILIEGVLGQGNTASIALFEIKMTTGYCIECDFEENHLCGFVNRWNPNVNWFVGGGSIRNVHSILPQDHTFKSELGHYMYVDSVYVKHFQEVAQLISPLTTAPMAGCLSFYYQIQQGNDNVFSLYTRDVAGLYEEIWKADRPGNAAWNLAEVEFSAPYPME.... Result: 0 (no interaction). (9) The miRNA is hsa-miR-6825-5p with sequence UGGGGAGGUGUGGAGUCAGCAU. The protein sequence of the target gene is MARGGAACKSDARLLLGRDALRPAPALLAPAVLLGAALGLGLGLWLGCRAGRQRTRHQKDDTQNLLKNLESNAQTPSETGSPSRRRKREVQMSKDKEAVDECEPPSNSNITAFALKAKVIYPINQKFRPLADGSSNPSLHENLKQAVLPHQPVEASPSSSLGSLSQGEKDDCSSSSSVHSATSDDRFLSRTFLRVNAFPEVLACESVDVDLCIYSLHLKDLLHLDTALRQEKHMMFIQIFKMCLLDLLPKKKSDDELYQKILSKQEKDLEELEKGLQVKLSNTEMSGAGDSEYITLADVE.... Result: 1 (interaction). (10) The protein sequence of the target gene is MWSCGPLNSTAWAEEPLCRNLRLGLWVLSLLYLGAGVPVSLGYNALLVLANLASKNTMTMPDVYFVNMAVAGLVLTALAPAYLLGPAHSRWALWSLSSEAHVTLLILFNVASLVTMYSTALLSLDYYIERALPRTYMASVYNTRHVCGFVWGGAVLTSFSSLLFYICSHVSSRIAECARMQNTEAADAILVLIGYVVPGLAVLYALALISRIGKEDTPLDQDTSRLDPSVHRLLVATVCTQFGLWTPYYLSLGHTVLTSRGRTVEGHYLGILQVAKDLAKFLAFSSSSVTPLLYRYINKA.... The miRNA is hsa-miR-6716-5p with sequence UGGGAAUGGGGGUAAGGGCC. Result: 0 (no interaction).